This data is from Full USPTO retrosynthesis dataset with 1.9M reactions from patents (1976-2016). The task is: Predict the reactants needed to synthesize the given product. Given the product [CH2:1]([O:5][C:6]1[N:11]=[CH:10][C:9]([C:12]2[CH:13]=[N:14][C:15]([NH:27][C:28]([NH:30][CH2:31][CH3:32])=[O:29])=[CH:16][C:17]=2[C:18]2[S:19][CH:20]=[C:21]([C:23]([F:25])([F:26])[F:24])[N:22]=2)=[CH:8][C:7]=1[C:33]([OH:35])=[O:34])[CH2:2][CH2:3][CH3:4], predict the reactants needed to synthesize it. The reactants are: [CH2:1]([O:5][C:6]1[N:11]=[CH:10][C:9]([C:12]2[CH:13]=[N:14][C:15]([NH:27][C:28]([NH:30][CH2:31][CH3:32])=[O:29])=[CH:16][C:17]=2[C:18]2[S:19][CH:20]=[C:21]([C:23]([F:26])([F:25])[F:24])[N:22]=2)=[CH:8][C:7]=1[C:33]([O-:35])=[O:34])[CH2:2][CH2:3][CH3:4].